Task: Predict the reactants needed to synthesize the given product.. Dataset: Full USPTO retrosynthesis dataset with 1.9M reactions from patents (1976-2016) (1) Given the product [CH2:1]([O:8][C:9]1[CH:18]=[CH:17][CH:16]=[C:15]2[C:10]=1[CH2:11][CH2:12][CH2:13][CH:14]2[C:19]([N:21]([C:28]1[CH:29]=[N:30][C:31]([O:34][CH3:35])=[CH:32][CH:33]=1)[CH2:22][C:23]1[CH:24]=[N:25][N:26]([CH2:38][C:39]2[CH:44]=[C:43]([CH3:45])[CH:42]=[CH:41][N:40]=2)[CH:27]=1)=[O:20])[C:2]1[CH:7]=[CH:6][CH:5]=[CH:4][CH:3]=1, predict the reactants needed to synthesize it. The reactants are: [CH2:1]([O:8][C:9]1[CH:18]=[CH:17][CH:16]=[C:15]2[C:10]=1[CH2:11][CH2:12][CH2:13][CH:14]2[C:19]([N:21]([C:28]1[CH:29]=[N:30][C:31]([O:34][CH3:35])=[CH:32][CH:33]=1)[CH2:22][C:23]1[CH:24]=[N:25][NH:26][CH:27]=1)=[O:20])[C:2]1[CH:7]=[CH:6][CH:5]=[CH:4][CH:3]=1.Cl.Cl[CH2:38][C:39]1[CH:44]=[C:43]([CH3:45])[CH:42]=[CH:41][N:40]=1. (2) Given the product [Cl:4][C:5]1[CH:6]=[CH:7][C:8]([S:35]([CH2:38][CH3:39])(=[O:36])=[O:37])=[C:9]([CH:34]=1)[CH2:10][N:11]1[C:20](=[O:21])[C:19]2[C:14](=[CH:15][C:16]([CH2:26][N:27]3[CH2:32][CH2:31][N:30]([CH2:1][CH3:2])[CH2:29][CH2:28]3)=[C:17]([C:22]([F:25])([F:23])[F:24])[CH:18]=2)[NH:13][C:12]1=[O:33], predict the reactants needed to synthesize it. The reactants are: [CH2:1](I)[CH3:2].[Cl:4][C:5]1[CH:6]=[CH:7][C:8]([S:35]([CH2:38][CH3:39])(=[O:37])=[O:36])=[C:9]([CH:34]=1)[CH2:10][N:11]1[C:20](=[O:21])[C:19]2[C:14](=[CH:15][C:16]([CH2:26][N:27]3[CH2:32][CH2:31][NH:30][CH2:29][CH2:28]3)=[C:17]([C:22]([F:25])([F:24])[F:23])[CH:18]=2)[NH:13][C:12]1=[O:33].C(=O)([O-])[O-].[K+].[K+].C(OCC)(=O)C. (3) Given the product [F:57][C:2]([F:1])([F:56])[C:3]1[CH:4]=[C:5]([C@H:13]2[O:17][C:16](=[O:18])[N:15]([CH2:19][C:20]3[CH:25]=[C:24]([C:26]([F:27])([F:28])[F:29])[CH:23]=[CH:22][C:21]=3[C:30]3[C:35]([O:36][CH3:37])=[CH:34][CH:33]=[C:32]([C:38]4[CH:39]=[CH:40][C:41]([C:45]([OH:47])=[O:46])=[N:42][C:43]=4[CH3:44])[CH:31]=3)[C@H:14]2[CH3:55])[CH:6]=[C:7]([C:9]([F:12])([F:11])[F:10])[CH:8]=1, predict the reactants needed to synthesize it. The reactants are: [F:1][C:2]([F:57])([F:56])[C:3]1[CH:4]=[C:5]([C@H:13]2[O:17][C:16](=[O:18])[N:15]([CH2:19][C:20]3[CH:25]=[C:24]([C:26]([F:29])([F:28])[F:27])[CH:23]=[CH:22][C:21]=3[C:30]3[C:35]([O:36][CH3:37])=[CH:34][CH:33]=[C:32]([C:38]4[CH:39]=[CH:40][C:41]([C:45]([O:47]CC5C=CC=CC=5)=[O:46])=[N:42][C:43]=4[CH3:44])[CH:31]=3)[C@H:14]2[CH3:55])[CH:6]=[C:7]([C:9]([F:12])([F:11])[F:10])[CH:8]=1. (4) Given the product [NH2:32][C:33]1[S:37][C:36]([C:38]2[CH:43]=[C:42]([CH3:44])[CH:41]=[CH:40][C:39]=2[F:45])=[N:35][C:34]=1[C:46]([NH:1][C:2]1[CH:3]=[N:4][N:5]([CH:22]2[CH2:23][CH2:24]2)[C:6]=1[N:7]1[CH2:13][CH2:12][C@H:11]([F:14])[C@@H:10]([NH2:15])[CH2:9][CH2:8]1)=[O:47], predict the reactants needed to synthesize it. The reactants are: [NH2:1][C:2]1[CH:3]=[N:4][N:5]([CH:22]2[CH2:24][CH2:23]2)[C:6]=1[N:7]1[CH2:13][CH2:12][CH:11]([F:14])[CH:10]([NH:15]C(=O)C(F)(F)F)[CH2:9][CH2:8]1.C(OC([NH:32][C:33]1[S:37][C:36]([C:38]2[CH:43]=[C:42]([CH3:44])[CH:41]=[CH:40][C:39]=2[F:45])=[N:35][C:34]=1[C:46](O)=[O:47])=O)(C)(C)C.